Dataset: Full USPTO retrosynthesis dataset with 1.9M reactions from patents (1976-2016). Task: Predict the reactants needed to synthesize the given product. (1) Given the product [C:1]([C:3]1[CH:8]=[CH:7][C:6]([N:9]([CH2:15][CH:16]2[CH2:18][CH2:17]2)[C@H:10]([C:12]([N:24]([CH3:25])[CH3:23])=[O:14])[CH3:11])=[CH:5][C:4]=1[C:19]([F:22])([F:20])[F:21])#[N:2], predict the reactants needed to synthesize it. The reactants are: [C:1]([C:3]1[CH:8]=[CH:7][C:6]([N:9]([CH2:15][CH:16]2[CH2:18][CH2:17]2)[C@H:10]([C:12]([OH:14])=O)[CH3:11])=[CH:5][C:4]=1[C:19]([F:22])([F:21])[F:20])#[N:2].[CH3:23][NH:24][CH3:25]. (2) Given the product [CH3:1][O:2][C:3](=[O:53])[C@@H:4]([NH:20][C:21]([CH:23]1[CH2:32][C:31]2[CH:30]=[C:29]3[O:33][CH2:34][C@H:35]([C:37]4[CH:42]=[CH:41][C:40]([O:43][CH2:44][C:45]5[CH:50]=[CH:49][C:48]([Cl:51])=[C:47]([Cl:52])[CH:46]=5)=[CH:39][CH:38]=4)[O:36][C:28]3=[CH:27][C:26]=2[CH2:25][N:24]1[S:62]([C:58]1[C:59]([CH3:61])=[N:60][C:55]([Cl:54])=[CH:56][CH:57]=1)(=[O:64])=[O:63])=[O:22])[CH2:5][C:6]1[CH:11]=[CH:10][C:9]([C:12]2[CH:13]=[CH:14][C:15]([C:18]#[N:19])=[CH:16][CH:17]=2)=[CH:8][CH:7]=1, predict the reactants needed to synthesize it. The reactants are: [CH3:1][O:2][C:3](=[O:53])[C@@H:4]([NH:20][C:21]([CH:23]1[CH2:32][C:31]2[CH:30]=[C:29]3[O:33][CH2:34][C@H:35]([C:37]4[CH:42]=[CH:41][C:40]([O:43][CH2:44][C:45]5[CH:50]=[CH:49][C:48]([Cl:51])=[C:47]([Cl:52])[CH:46]=5)=[CH:39][CH:38]=4)[O:36][C:28]3=[CH:27][C:26]=2[CH2:25][NH:24]1)=[O:22])[CH2:5][C:6]1[CH:11]=[CH:10][C:9]([C:12]2[CH:17]=[CH:16][C:15]([C:18]#[N:19])=[CH:14][CH:13]=2)=[CH:8][CH:7]=1.[Cl:54][C:55]1[N:60]=[C:59]([CH3:61])[C:58]([S:62](Cl)(=[O:64])=[O:63])=[CH:57][CH:56]=1.Cl. (3) Given the product [F:1][C:2]1[C:3]([N:13]2[CH2:18][CH2:17][CH:16]([N:19]3[CH2:24][CH2:23][N:22]([CH3:25])[CH2:21][CH2:20]3)[CH2:15][CH2:14]2)=[CH:4][C:5]([O:11][CH3:12])=[C:6]([CH:7]=1)[NH2:8], predict the reactants needed to synthesize it. The reactants are: [F:1][C:2]1[CH:7]=[C:6]([N+:8]([O-])=O)[C:5]([O:11][CH3:12])=[CH:4][C:3]=1[N:13]1[CH2:18][CH2:17][CH:16]([N:19]2[CH2:24][CH2:23][N:22]([CH3:25])[CH2:21][CH2:20]2)[CH2:15][CH2:14]1. (4) Given the product [Br:1][C:2]1[CH:3]=[C:4]2[C:10]([C:11]([C:13]3[CH:18]=[CH:17][CH:16]=[C:15]([OH:19])[C:14]=3[F:21])=[O:12])=[CH:9][NH:8][C:5]2=[N:6][CH:7]=1, predict the reactants needed to synthesize it. The reactants are: [Br:1][C:2]1[CH:3]=[C:4]2[C:10]([C:11]([C:13]3[CH:18]=[CH:17][CH:16]=[C:15]([O:19]C)[C:14]=3[F:21])=[O:12])=[CH:9][NH:8][C:5]2=[N:6][CH:7]=1.FC1C(OC)=CC=CC=1CC1C2C(=NC=C(C3C=NC=CC=3)C=2)NC=1.